From a dataset of CYP3A4 inhibition data for predicting drug metabolism from PubChem BioAssay. Regression/Classification. Given a drug SMILES string, predict its absorption, distribution, metabolism, or excretion properties. Task type varies by dataset: regression for continuous measurements (e.g., permeability, clearance, half-life) or binary classification for categorical outcomes (e.g., BBB penetration, CYP inhibition). Dataset: cyp3a4_veith. The molecule is O=C1C=C(NCCc2cc(Br)c(O)c(Br)c2)C(=O)c2ncccc21. The result is 1 (inhibitor).